From a dataset of Peptide-MHC class I binding affinity with 185,985 pairs from IEDB/IMGT. Regression. Given a peptide amino acid sequence and an MHC pseudo amino acid sequence, predict their binding affinity value. This is MHC class I binding data. (1) The peptide sequence is AAPPPQRAA. The MHC is HLA-A02:01 with pseudo-sequence HLA-A02:01. The binding affinity (normalized) is 0.353. (2) The peptide sequence is WKFDSRLAF. The MHC is HLA-A24:02 with pseudo-sequence HLA-A24:02. The binding affinity (normalized) is 0.349. (3) The MHC is HLA-A02:12 with pseudo-sequence HLA-A02:12. The binding affinity (normalized) is 0.0847. The peptide sequence is KDGTLFYCY. (4) The peptide sequence is ALELGRKTL. The MHC is HLA-A02:03 with pseudo-sequence HLA-A02:03. The binding affinity (normalized) is 0.358.